From a dataset of Peptide-MHC class I binding affinity with 185,985 pairs from IEDB/IMGT. Regression. Given a peptide amino acid sequence and an MHC pseudo amino acid sequence, predict their binding affinity value. This is MHC class I binding data. The peptide sequence is NLYRIGQSKV. The MHC is HLA-A68:02 with pseudo-sequence HLA-A68:02. The binding affinity (normalized) is 0.376.